From a dataset of Full USPTO retrosynthesis dataset with 1.9M reactions from patents (1976-2016). Predict the reactants needed to synthesize the given product. (1) Given the product [CH3:9][O:8][C:6](=[O:7])[C:5]1[CH:4]=[CH:3][C:2]([S:1][CH2:31][CH:30]([N:29]2[C:28]3[CH:46]=[C:47]([F:51])[C:48]([F:50])=[CH:49][C:27]=3[N:26]=[C:25]2[C:22]2[CH:23]=[CH:24][C:19]([Cl:18])=[CH:20][CH:21]=2)[CH:40]2[CH2:41][CH2:42][CH2:43][CH2:44][CH2:45]2)=[CH:11][CH:10]=1, predict the reactants needed to synthesize it. The reactants are: [SH:1][C:2]1[CH:11]=[CH:10][C:5]([C:6]([O:8][CH3:9])=[O:7])=[CH:4][CH:3]=1.C(=O)([O-])[O-].[K+].[K+].[Cl:18][C:19]1[CH:24]=[CH:23][C:22]([C:25]2[N:29]([CH:30]([CH:40]3[CH2:45][CH2:44][CH2:43][CH2:42][CH2:41]3)[CH2:31]OC3C=CC=CC=3F)[C:28]3[CH:46]=[C:47]([F:51])[C:48]([F:50])=[CH:49][C:27]=3[N:26]=2)=[CH:21][CH:20]=1. (2) Given the product [CH2:1]([O:8][C:9]1[CH:19]=[CH:18][C:12]([O:13][CH2:14][CH:15]([OH:17])[CH2:16][N:35]2[CH2:34][CH2:33][N:32]([C:25]3[CH:26]=[CH:27][C:28]([O:30][CH3:31])=[CH:29][C:24]=3[O:23][CH3:22])[CH2:37][CH2:36]2)=[CH:11][CH:10]=1)[C:2]1[CH:7]=[CH:6][CH:5]=[CH:4][CH:3]=1, predict the reactants needed to synthesize it. The reactants are: [CH2:1]([O:8][C:9]1[CH:19]=[CH:18][C:12]([O:13][CH2:14][CH:15]2[O:17][CH2:16]2)=[CH:11][CH:10]=1)[C:2]1[CH:7]=[CH:6][CH:5]=[CH:4][CH:3]=1.Cl.Cl.[CH3:22][O:23][C:24]1[CH:29]=[C:28]([O:30][CH3:31])[CH:27]=[CH:26][C:25]=1[N:32]1[CH2:37][CH2:36][NH:35][CH2:34][CH2:33]1.C(N(CC)CC)C. (3) Given the product [Cl:1][C:2]1[N:7]=[C:6]([C:8]2[S:12][C:11]3[C:13]([C:17]4[CH:22]=[CH:21][N:20]=[CH:19][C:18]=4[O:23][CH2:31][CH3:32])=[CH:14][CH:15]=[CH:16][C:10]=3[CH:9]=2)[C:5]([F:24])=[CH:4][N:3]=1, predict the reactants needed to synthesize it. The reactants are: [Cl:1][C:2]1[N:7]=[C:6]([C:8]2[S:12][C:11]3[C:13]([C:17]4[CH:22]=[CH:21][N:20]=[CH:19][C:18]=4[OH:23])=[CH:14][CH:15]=[CH:16][C:10]=3[CH:9]=2)[C:5]([F:24])=[CH:4][N:3]=1.C(=O)([O-])[O-].[Cs+].[Cs+].[CH2:31](I)[CH3:32]. (4) Given the product [CH:1]1([N:6]2[CH2:12][C:11]([F:13])([F:14])[C:10](=[O:15])[NH:9][C:8]3[CH:16]=[N:17][C:18]([NH:20][C:21]4[CH:29]=[CH:28][C:24]([C:25]([NH:70][CH2:69][CH2:68][CH2:67][N:66]([CH3:71])[CH3:65])=[O:27])=[CH:23][C:22]=4[O:30][CH3:31])=[N:19][C:7]2=3)[CH2:5][CH2:4][CH2:3][CH2:2]1, predict the reactants needed to synthesize it. The reactants are: [CH:1]1([N:6]2[CH2:12][C:11]([F:14])([F:13])[C:10](=[O:15])[NH:9][C:8]3[CH:16]=[N:17][C:18]([NH:20][C:21]4[CH:29]=[CH:28][C:24]([C:25]([OH:27])=O)=[CH:23][C:22]=4[O:30][CH3:31])=[N:19][C:7]2=3)[CH2:5][CH2:4][CH2:3][CH2:2]1.F[P-](F)(F)(F)(F)F.CN(C(N(C)C)=[N+]1C2C(=NC=CC=2)[N+]([O-])=N1)C.C(N(C(C)C)CC)(C)C.[CH3:65][N:66]([CH3:71])[CH2:67][CH2:68][CH2:69][NH2:70]. (5) Given the product [F:1][C:2]1([F:10])[CH2:7][CH2:6][CH:5](/[CH:8]=[N:17]/[S@:15]([C:12]([CH3:14])([CH3:13])[CH3:11])=[O:16])[CH2:4][CH2:3]1, predict the reactants needed to synthesize it. The reactants are: [F:1][C:2]1([F:10])[CH2:7][CH2:6][CH:5]([CH:8]=O)[CH2:4][CH2:3]1.[CH3:11][C:12]([S@@:15]([NH2:17])=[O:16])([CH3:14])[CH3:13].[O-]S([O-])(=O)=O.[Mg+2]. (6) Given the product [CH:12]1([O:11][C:3]2[C:2]([C:26]3[O:27][CH:23]=[CH:24][CH:25]=3)=[CH:10][C:6]([C:7]([OH:9])=[O:8])=[CH:5][N:4]=2)[CH2:15][CH2:14][CH2:13]1, predict the reactants needed to synthesize it. The reactants are: Br[C:2]1[C:3]([O:11][CH:12]2[CH2:15][CH2:14][CH2:13]2)=[N:4][CH:5]=[C:6]([CH:10]=1)[C:7]([OH:9])=[O:8].C(=O)([O-])[O-].[Cs+].[Cs+].[B-](F)(F)(F)[C:23]1[O:27][CH:26]=[CH:25][CH:24]=1.[K+].C(P(C12CC3CC(CC(C3)C1)C2)C12CC3CC(CC(C3)C1)C2)CCC.Cl. (7) The reactants are: Cl.[CH2:2]([O:4][C:5](=[O:35])[CH:6]([NH:25][C:26]1[CH:31]=[CH:30][C:29]([C:32](=[NH:34])[NH2:33])=[CH:28][CH:27]=1)[C:7]1[CH:12]=[C:11]([O:13][CH2:14][CH3:15])[CH:10]=[C:9]([O:16][CH:17]2[CH2:22][CH2:21][N:20]([CH3:23])[CH2:19][CH2:18]2)[C:8]=1[F:24])[CH3:3].[C:36](O[C:36]([O:38][C:39]([CH3:42])([CH3:41])[CH3:40])=[O:37])([O:38][C:39]([CH3:42])([CH3:41])[CH3:40])=[O:37].O.C(=O)([O-])[O-].[Na+].[Na+]. Given the product [CH2:2]([O:4][C:5](=[O:35])[CH:6]([NH:25][C:26]1[CH:31]=[CH:30][C:29]([C:32]([NH:33][C:36]([O:38][C:39]([CH3:42])([CH3:41])[CH3:40])=[O:37])=[NH:34])=[CH:28][CH:27]=1)[C:7]1[CH:12]=[C:11]([O:13][CH2:14][CH3:15])[CH:10]=[C:9]([O:16][CH:17]2[CH2:22][CH2:21][N:20]([CH3:23])[CH2:19][CH2:18]2)[C:8]=1[F:24])[CH3:3], predict the reactants needed to synthesize it.